From a dataset of TCR-epitope binding with 47,182 pairs between 192 epitopes and 23,139 TCRs. Binary Classification. Given a T-cell receptor sequence (or CDR3 region) and an epitope sequence, predict whether binding occurs between them. (1) The epitope is EILDITPCSF. The TCR CDR3 sequence is CASSYYRGGNEQYF. Result: 1 (the TCR binds to the epitope). (2) The epitope is RISNCVADY. The TCR CDR3 sequence is CATEDRNTGELFF. Result: 0 (the TCR does not bind to the epitope). (3) The epitope is FLPRVFSAV. The TCR CDR3 sequence is CASSLRTGDYGYTF. Result: 1 (the TCR binds to the epitope).